This data is from Reaction yield outcomes from USPTO patents with 853,638 reactions. The task is: Predict the reaction yield, written as a fraction of the theoretical maximum amount of product (1.0 means a 100% yield; for example, 0.34 means a 34% yield). (1) The reactants are [CH3:1][S:2]([C:5]1[CH:10]=[CH:9][C:8]([C:11]2([CH:20]3[CH2:25][CH2:24][N:23]([CH:26]([CH3:30])[CH2:27][CH2:28][NH2:29])[CH2:22][CH2:21]3)[O:15][C:14]3[CH:16]=[CH:17][CH:18]=[CH:19][C:13]=3[O:12]2)=[CH:7][CH:6]=1)(=[O:4])=[O:3].[CH3:31][C:32]1[N:40]=[CH:39][CH:38]=[C:37]([CH3:41])[C:33]=1[C:34](O)=[O:35]. No catalyst specified. The product is [CH3:1][S:2]([C:5]1[CH:10]=[CH:9][C:8]([C:11]2([CH:20]3[CH2:25][CH2:24][N:23]([CH:26]([CH3:30])[CH2:27][CH2:28][NH:29][C:34](=[O:35])[C:33]4[C:37]([CH3:41])=[CH:38][CH:39]=[N:40][C:32]=4[CH3:31])[CH2:22][CH2:21]3)[O:15][C:14]3[CH:16]=[CH:17][CH:18]=[CH:19][C:13]=3[O:12]2)=[CH:7][CH:6]=1)(=[O:3])=[O:4]. The yield is 0.320. (2) The product is [F:14][C:3]1[C:2]([C:22]2[CH:27]=[CH:26][C:25]([C:28]3([CH2:31][OH:32])[CH2:29][CH2:30]3)=[CH:24][CH:23]=2)=[C:10]([F:11])[CH:9]=[C:8]2[C:4]=1[C:5]([CH:12]=[O:13])=[CH:6][NH:7]2. The reactants are Br[C:2]1[C:3]([F:14])=[C:4]2[C:8](=[CH:9][C:10]=1[F:11])[NH:7][CH:6]=[C:5]2[CH:12]=[O:13].CC1(C)COB([C:22]2[CH:27]=[CH:26][C:25]([C:28]3([CH2:31][OH:32])[CH2:30][CH2:29]3)=[CH:24][CH:23]=2)OC1.C(=O)([O-])[O-].[K+].[K+]. The yield is 0.280. The catalyst is C1(C)C=CC=CC=1.CCO.O.C1C=CC(P(C2C=CC=CC=2)[C-]2C=CC=C2)=CC=1.C1C=CC(P(C2C=CC=CC=2)[C-]2C=CC=C2)=CC=1.Cl[Pd]Cl.[Fe+2].